Task: Predict the product of the given reaction.. Dataset: Forward reaction prediction with 1.9M reactions from USPTO patents (1976-2016) (1) Given the reactants [CH2:1]([C:9]1([CH2:24][CH2:25][CH2:26][CH2:27][CH2:28][CH2:29][CH2:30][CH3:31])[C:21]2[CH:20]=[C:19](CO)[CH:18]=[CH:17][C:16]=2[C:15]2[C:10]1=[CH:11][CH:12]=[CH:13][CH:14]=2)[CH2:2][CH2:3][CH2:4][CH2:5][CH2:6][CH2:7][CH3:8].S(Cl)(Cl)=O.[Cl:36][CH2:37]Cl, predict the reaction product. The product is: [Cl:36][CH2:37][C:19]1[CH:18]=[CH:17][C:16]2[C:15]3[C:10](=[CH:11][CH:12]=[CH:13][CH:14]=3)[C:9]([CH2:24][CH2:25][CH2:26][CH2:27][CH2:28][CH2:29][CH2:30][CH3:31])([CH2:1][CH2:2][CH2:3][CH2:4][CH2:5][CH2:6][CH2:7][CH3:8])[C:21]=2[CH:20]=1. (2) The product is: [CH3:12][C:13]1[C:14]2[O:15][C:19]3[C:13]([CH3:12])=[C:14]([OH:15])[CH:16]=[CH:17][C:18]=3[C:4]3([O:6][C:1](=[O:11])[C:2]4[C:3]3=[CH:7][CH:8]=[CH:9][CH:10]=4)[C:16]=2[CH:17]=[CH:18][C:19]=1[OH:20]. Given the reactants [C:1]1(=[O:11])[O:6][C:4](=O)[C:3]2=[CH:7][CH:8]=[CH:9][CH:10]=[C:2]12.[CH3:12][C:13]1[C:19]([OH:20])=[CH:18][CH:17]=[CH:16][C:14]=1[OH:15], predict the reaction product. (3) The product is: [N:7]1[C:6]([NH:8][C:9]([C:11]2[CH:16]=[CH:15][CH:14]=[C:13]([CH3:17])[N:12]=2)=[O:10])=[CH:5][CH:4]=[CH:3][C:2]=1[C:20]1[CH:19]=[N:18][CH:23]=[CH:22][CH:21]=1. Given the reactants Br[C:2]1[N:7]=[C:6]([NH:8][C:9]([C:11]2[CH:16]=[CH:15][CH:14]=[C:13]([CH3:17])[N:12]=2)=[O:10])[CH:5]=[CH:4][CH:3]=1.[N:18]1[CH:23]=[CH:22][CH:21]=[C:20](B(O)O)[CH:19]=1, predict the reaction product. (4) The product is: [C:25]([NH:12][C:11]1[CH:10]=[CH:9][C:8]([SiH2:7][O:6][CH2:5][CH:4]([CH2:1][CH:2]=[CH2:3])[CH2:15][CH:16]=[CH2:17])=[CH:14][CH:13]=1)(=[O:28])[CH:26]=[CH2:27]. Given the reactants [CH2:1]([CH:4]([CH2:15][CH:16]=[CH2:17])[CH2:5][O:6][SiH2:7][C:8]1[CH:14]=[CH:13][C:11]([NH2:12])=[CH:10][CH:9]=1)[CH:2]=[CH2:3].CCN(CC)CC.[C:25](Cl)(=[O:28])[CH:26]=[CH2:27], predict the reaction product. (5) Given the reactants [Cl:1][C:2]1[C:7](I)=[CH:6][CH:5]=[C:4]([Cl:9])[N:3]=1.[CH2:10]([O:12]/[CH:13]=[CH:14]/B1OC(C)(C)C(C)(C)O1)[CH3:11], predict the reaction product. The product is: [Cl:1][C:2]1[C:7](/[CH:11]=[CH:10]/[O:12][CH2:13][CH3:14])=[CH:6][CH:5]=[C:4]([Cl:9])[N:3]=1. (6) Given the reactants COC(C1C=C(O)C2C(=C(OCC3C=CC=CC=3)C=CC=2CO)N=1)=O.[CH3:26][O:27][C:28]([C:30]1[CH:39]=[C:38]([O:40]CC2C=CC=CC=2)[C:37]2[C:32](=[C:33]([N+:49]([O-])=O)[CH:34]=[C:35]([NH2:48])[CH:36]=2)[N:31]=1)=[O:29], predict the reaction product. The product is: [CH3:26][O:27][C:28]([C:30]1[CH:39]=[C:38]([OH:40])[C:37]2[C:32](=[C:33]([NH2:49])[CH:34]=[C:35]([NH2:48])[CH:36]=2)[N:31]=1)=[O:29]. (7) Given the reactants [O:1]([C:8]1[CH:9]=[C:10]([CH:25]=[CH:26][CH:27]=1)[CH2:11][NH:12][C:13]1[CH:18]=[CH:17][C:16]([C@@H:19]2[CH2:21][C@H:20]2[C:22](O)=[O:23])=[CH:15][CH:14]=1)[C:2]1[CH:7]=[CH:6][CH:5]=[CH:4][CH:3]=1.CN(C(ON1N=NC2C=CC=NC1=2)=[N+](C)C)C.F[P-](F)(F)(F)(F)F.[NH2:52][CH2:53][C:54]1[CH:59]=[CH:58][N:57]=[CH:56][CH:55]=1, predict the reaction product. The product is: [C:2]1([O:1][C:8]2[CH:9]=[C:10]([CH2:11][NH:12][C:13]3[CH:18]=[CH:17][C:16]([C@@H:19]4[CH2:21][C@H:20]4[C:22]([NH:52][CH2:53][C:54]4[CH:59]=[CH:58][N:57]=[CH:56][CH:55]=4)=[O:23])=[CH:15][CH:14]=3)[CH:25]=[CH:26][CH:27]=2)[CH:7]=[CH:6][CH:5]=[CH:4][CH:3]=1. (8) Given the reactants C([O:3][C:4]([C:6]1[NH:7][C:8]2[C:13]([CH:14]=1)=[CH:12][C:11]([C:15]#[N:16])=[CH:10][CH:9]=2)=O)C.[NH3:17].CO, predict the reaction product. The product is: [C:15]([C:11]1[CH:12]=[C:13]2[C:8](=[CH:9][CH:10]=1)[NH:7][C:6]([C:4]([NH2:17])=[O:3])=[CH:14]2)#[N:16].